Predict which catalyst facilitates the given reaction. From a dataset of Catalyst prediction with 721,799 reactions and 888 catalyst types from USPTO. (1) Reactant: [N+:1]([C:4]1[CH:5]=[C:6]2[C:10](=[CH:11][CH:12]=1)[N:9]([CH2:13][C:14]1[CH:19]=[CH:18][CH:17]=[CH:16][N:15]=1)[N:8]=[CH:7]2)([O-])=O. Product: [N:15]1[CH:16]=[CH:17][CH:18]=[CH:19][C:14]=1[CH2:13][N:9]1[C:10]2[C:6](=[CH:5][C:4]([NH2:1])=[CH:12][CH:11]=2)[CH:7]=[N:8]1. The catalyst class is: 603. (2) Reactant: [N-:1]=[N+]=[N-].[Na+].F[C:6]1[CH:15]=[CH:14][C:13]([F:16])=[C:12]2[C:7]=1[CH:8]=[N:9][C:10]([CH3:17])=[N:11]2.C1OCCOCCOCCOCCOCCOC1. Product: [NH2:1][C:6]1[CH:15]=[CH:14][C:13]([F:16])=[C:12]2[C:7]=1[CH:8]=[N:9][C:10]([CH3:17])=[N:11]2. The catalyst class is: 3. (3) Reactant: [CH2:1]([O:5][CH2:6][CH2:7][O:8][C:9]1[CH:14]=[CH:13][C:12]([C:15]2[CH:16]=[CH:17][C:18]3[N:24]([CH2:25][CH2:26][CH3:27])[CH2:23][CH2:22][C:21]([C:28]([NH:30][C:31]4[CH:32]=[N:33][C:34]([S:37][CH2:38][C:39]5[CH:40]=[N:41][CH:42]=[CH:43][CH:44]=5)=[CH:35][CH:36]=4)=[O:29])=[CH:20][C:19]=3[CH:45]=2)=[CH:11][CH:10]=1)[CH2:2][CH2:3][CH3:4].ClC1C=CC=C(C(OO)=[O:54])C=1.S([O-])([O-])(=O)=S.[Na+].[Na+]. Product: [CH2:1]([O:5][CH2:6][CH2:7][O:8][C:9]1[CH:14]=[CH:13][C:12]([C:15]2[CH:16]=[CH:17][C:18]3[N:24]([CH2:25][CH2:26][CH3:27])[CH2:23][CH2:22][C:21]([C:28]([NH:30][C:31]4[CH:32]=[N:33][C:34]([S:37]([CH2:38][C:39]5[CH:40]=[N:41][CH:42]=[CH:43][CH:44]=5)=[O:54])=[CH:35][CH:36]=4)=[O:29])=[CH:20][C:19]=3[CH:45]=2)=[CH:11][CH:10]=1)[CH2:2][CH2:3][CH3:4]. The catalyst class is: 2. (4) Reactant: [Cl:1][C:2]1[C:7](=[O:8])[N:6]([CH3:9])[CH:5]=[C:4]([NH:10][CH:11]([C:23]2[CH:28]=[CH:27][C:26]([Cl:29])=[CH:25][CH:24]=2)[C:12]2[CH:13]=[N:14][N:15]([CH:20]([CH3:22])[CH3:21])[C:16]=2[C:17](O)=[O:18])[CH:3]=1. Product: [Cl:1][C:2]1[C:7](=[O:8])[N:6]([CH3:9])[CH:5]=[C:4]([N:10]2[CH:11]([C:23]3[CH:24]=[CH:25][C:26]([Cl:29])=[CH:27][CH:28]=3)[C:12]3[CH:13]=[N:14][N:15]([CH:20]([CH3:21])[CH3:22])[C:16]=3[C:17]2=[O:18])[CH:3]=1. The catalyst class is: 25. (5) Reactant: [CH2:1]([O:3][C:4]1[N:13]=[C:12]2[C:7]([CH:8]=[C:9]([C:18]([O:20]CC)=[O:19])[C:10]([C:14]([F:17])([F:16])[F:15])=[N:11]2)=[CH:6][CH:5]=1)[CH3:2].[OH-].[Na+].Cl. Product: [CH2:1]([O:3][C:4]1[N:13]=[C:12]2[C:7]([CH:8]=[C:9]([C:18]([OH:20])=[O:19])[C:10]([C:14]([F:15])([F:16])[F:17])=[N:11]2)=[CH:6][CH:5]=1)[CH3:2]. The catalyst class is: 8. (6) Reactant: [C:1]([O:5][C:6]([N:8]([C:17]([O:19][C:20]([CH3:23])([CH3:22])[CH3:21])=[O:18])[C@H:9]1[C@H:14]([O:15][CH3:16])[CH2:13][CH2:12][NH:11][CH2:10]1)=[O:7])([CH3:4])([CH3:3])[CH3:2].Cl[C:25]1[CH:30]=[CH:29][N:28]=[CH:27][C:26]=1[N+:31]([O-:33])=[O:32].CCN(C(C)C)C(C)C. Product: [C:6]([N:8]([C:17]([O:19][C:20]([CH3:23])([CH3:22])[CH3:21])=[O:18])[C@H:9]1[C@H:14]([O:15][CH3:16])[CH2:13][CH2:12][N:11]([C:25]2[CH:30]=[CH:29][N:28]=[CH:27][C:26]=2[N+:31]([O-:33])=[O:32])[CH2:10]1)([O:5][C:1]([CH3:4])([CH3:3])[CH3:2])=[O:7]. The catalyst class is: 25.